Dataset: Catalyst prediction with 721,799 reactions and 888 catalyst types from USPTO. Task: Predict which catalyst facilitates the given reaction. (1) Reactant: [Br:1][C:2]1[C:7](=[O:8])[N:6]2[CH:9]=[CH:10][CH:11]=[CH:12][C:5]2=[N:4][C:3]=1[CH:13]=[O:14].[CH3:15][Mg]Br. Product: [Br:1][C:2]1[C:7](=[O:8])[N:6]2[CH:9]=[CH:10][CH:11]=[CH:12][C:5]2=[N:4][C:3]=1[CH:13]([OH:14])[CH3:15]. The catalyst class is: 1. (2) The catalyst class is: 1. Reactant: C([N:4]1[CH2:8][CH:7]([C:9]2[CH:13]=[CH:12][S:11][CH:10]=2)[CH:6]([C:14](OC)=[O:15])[CH2:5]1)C=C.[H-].[Al+3].[Li+].[H-].[H-].[H-].O.[OH-].[Na+]. Product: [OH:15][CH2:14][CH:6]1[CH:7]([C:9]2[CH:13]=[CH:12][S:11][CH:10]=2)[CH2:8][NH:4][CH2:5]1.